Task: Predict the product of the given reaction.. Dataset: Forward reaction prediction with 1.9M reactions from USPTO patents (1976-2016) (1) The product is: [Br:1][C:2]1[CH:14]=[CH:13][C:12]2[C:11]3[C:6](=[CH:7][C:8]([Br:15])=[CH:9][CH:10]=3)[C:5]([CH2:13][CH2:14][CH2:2][CH2:3][CH2:4][CH2:12][CH2:11][CH3:10])([CH2:16][CH2:17][CH2:18][CH2:19][CH2:20][CH2:21][CH2:22][CH3:23])[C:4]=2[CH:3]=1. Given the reactants [Br:1][C:2]1[CH:14]=[CH:13][C:12]2[C:11]3[C:6](=[CH:7][C:8]([Br:15])=[CH:9][CH:10]=3)[CH2:5][C:4]=2[CH:3]=1.[CH2:16](Br)[CH2:17][CH2:18][CH2:19][CH2:20][CH2:21][CH2:22][CH3:23], predict the reaction product. (2) Given the reactants [CH:1]1([C:4]2[N:5]=[CH:6][C:7]([C:15]([OH:17])=O)=[N:8][C:9]=2[O:10][CH2:11][CH:12]2[CH2:14][CH2:13]2)[CH2:3][CH2:2]1.[NH2:18][CH:19]([CH2:25][CH:26]1[CH2:29][CH2:28][CH2:27]1)[C:20]([N:22]([CH3:24])[CH3:23])=[O:21], predict the reaction product. The product is: [CH:26]1([CH2:25][CH:19]([NH:18][C:15]([C:7]2[CH:6]=[N:5][C:4]([CH:1]3[CH2:2][CH2:3]3)=[C:9]([O:10][CH2:11][CH:12]3[CH2:13][CH2:14]3)[N:8]=2)=[O:17])[C:20](=[O:21])[N:22]([CH3:23])[CH3:24])[CH2:27][CH2:28][CH2:29]1. (3) Given the reactants [Cl:1][C:2]1[CH:3]=[C:4]([C@@H:8]2[C@@H:13]([C:14]3[CH:19]=[CH:18][C:17]([Cl:20])=[CH:16][CH:15]=3)[N:12]([CH2:21][CH:22]3[CH2:24][CH2:23]3)[C:11](=[O:25])[C@H:10]([CH2:26][C:27](OC)=[O:28])[CH2:9]2)[CH:5]=[CH:6][CH:7]=1.[NH3:31].CO.[C-]#N.[Na+], predict the reaction product. The product is: [Cl:1][C:2]1[CH:3]=[C:4]([C@@H:8]2[C@@H:13]([C:14]3[CH:15]=[CH:16][C:17]([Cl:20])=[CH:18][CH:19]=3)[N:12]([CH2:21][CH:22]3[CH2:23][CH2:24]3)[C:11](=[O:25])[C@H:10]([CH2:26][C:27]([NH2:31])=[O:28])[CH2:9]2)[CH:5]=[CH:6][CH:7]=1. (4) The product is: [F:14][C:10]1[CH:9]=[C:8]([C:7]2[N:6]=[C:5]([NH2:15])[CH:4]=[N:3][C:2]=2[C:20]2[S:16][CH:17]=[N:18][CH:19]=2)[CH:13]=[CH:12][CH:11]=1. Given the reactants Br[C:2]1[N:3]=[CH:4][C:5]([NH2:15])=[N:6][C:7]=1[C:8]1[CH:13]=[CH:12][CH:11]=[C:10]([F:14])[CH:9]=1.[S:16]1[CH:20]=[CH:19][N:18]=[CH:17]1.C([O-])(=O)C.[K+], predict the reaction product. (5) Given the reactants [F:1][C:2]([F:15])([C:9]1[CH:14]=[CH:13][CH:12]=[CH:11][CH:10]=1)[CH2:3][O:4][CH2:5][CH2:6][CH:7]=[O:8].[C:16]1(CCCCOCCC(O)CCC=C)[CH:21]=CC=[CH:18][CH:17]=1, predict the reaction product. The product is: [F:1][C:2]([F:15])([C:9]1[CH:14]=[CH:13][CH:12]=[CH:11][CH:10]=1)[CH2:3][O:4][CH2:5][CH2:6][CH:7]([OH:8])[CH2:18][CH2:17][CH:16]=[CH2:21]. (6) Given the reactants [NH2:1][C@H:2]([C:6]([OH:8])=[O:7])[C@@H:3]([CH3:5])[OH:4].[C:9]([O-:12])(O)=[O:10].[Na+].[C:14]1([CH2:20][CH2:21][CH2:22][CH2:23][CH2:24]C2C(=O)N(C([O-])=O)C=CC=2)[CH:19]=[CH:18][CH:17]=[CH:16][CH:15]=1, predict the reaction product. The product is: [C:14]1([CH2:20][CH2:21][CH2:22][CH2:23][CH2:24][O:12][C:9]([NH:1][C@@H:2]([C@H:3]([OH:4])[CH3:5])[C:6]([OH:8])=[O:7])=[O:10])[CH:19]=[CH:18][CH:17]=[CH:16][CH:15]=1. (7) Given the reactants O[C:2]1[C:3]2[N:11]=[CH:10][CH:9]=[C:8]([C:12]([NH2:14])=[O:13])[C:4]=2[N:5]=[CH:6][N:7]=1.Cl.[NH2:16][C@@H:17]([C:34]1[CH:39]=[CH:38][C:37]([Cl:40])=[C:36]([C:41]([F:44])([F:43])[F:42])[CH:35]=1)[CH2:18][N:19]([CH2:32][CH3:33])S(C1C=CC([N+]([O-])=O)=CC=1)(=O)=O, predict the reaction product. The product is: [Cl:40][C:37]1[CH:38]=[CH:39][C:34]([C@H:17]([NH:16][C:2]2[C:3]3[N:11]=[CH:10][CH:9]=[C:8]([C:12]([NH2:14])=[O:13])[C:4]=3[N:5]=[CH:6][N:7]=2)[CH2:18][NH:19][CH2:32][CH3:33])=[CH:35][C:36]=1[C:41]([F:42])([F:43])[F:44].